From a dataset of Full USPTO retrosynthesis dataset with 1.9M reactions from patents (1976-2016). Predict the reactants needed to synthesize the given product. (1) Given the product [CH3:38][O:37][C:29]1[CH:28]=[C:27]([C:25]2[CH:24]=[C:23]([CH3:39])[N:22]=[C:21]([C:19]3[CH:18]=[CH:17][N:16]=[C:15]([C:11]4[CH:10]=[C:9]([S:6]([NH2:5])(=[O:7])=[O:8])[CH:14]=[CH:13][CH:12]=4)[CH:20]=3)[CH:26]=2)[CH:32]=[CH:31][C:30]=1[C:33]([F:36])([F:34])[F:35], predict the reactants needed to synthesize it. The reactants are: C([NH:5][S:6]([C:9]1[CH:14]=[CH:13][CH:12]=[C:11]([C:15]2[CH:20]=[C:19]([C:21]3[CH:26]=[C:25]([C:27]4[CH:32]=[CH:31][C:30]([C:33]([F:36])([F:35])[F:34])=[C:29]([O:37][CH3:38])[CH:28]=4)[CH:24]=[C:23]([CH3:39])[N:22]=3)[CH:18]=[CH:17][N:16]=2)[CH:10]=1)(=[O:8])=[O:7])(C)(C)C.C(O)(C(F)(F)F)=O. (2) Given the product [Cl:23][C:24]1[NH:32][C:31]2[C:30](=[O:33])[N:29]([CH2:34][CH2:35][CH2:36][CH2:37][C:38]3[N:39]=[C:6]([C:5]4[CH:4]=[CH:3][C:2]([OH:1])=[CH:10][CH:9]=4)[O:8][N:41]=3)[C:28](=[O:43])[N:27]([CH2:44][CH2:45][CH3:46])[C:26]=2[N:25]=1, predict the reactants needed to synthesize it. The reactants are: [OH:1][C:2]1[CH:10]=[CH:9][C:5]([C:6]([OH:8])=O)=[CH:4][CH:3]=1.C1N=CN(C(N2C=NC=C2)=O)C=1.[Cl:23][C:24]1[NH:32][C:31]2[C:30](=[O:33])[N:29]([CH2:34][CH2:35][CH2:36][CH2:37]/[C:38](=[N:41]/[H])/[NH:39]O)[C:28](=[O:43])[N:27]([CH2:44][CH2:45][CH3:46])[C:26]=2[N:25]=1.ClC1NC2C(=O)N(CCCC/C(=N/[H])/NO)C(=O)N(CCCCC)C=2N=1. (3) Given the product [Cl:1][C:2]1[CH:8]=[C:7]([Cl:9])[C:6]([O:10][CH3:11])=[CH:5][C:3]=1[NH:4][C:15]1[C:20]([C:21]#[N:22])=[CH:19][N:18]=[C:17]2[S:23][C:24]([CH3:26])=[CH:25][C:16]=12, predict the reactants needed to synthesize it. The reactants are: [Cl:1][C:2]1[CH:8]=[C:7]([Cl:9])[C:6]([O:10][CH3:11])=[CH:5][C:3]=1[NH2:4].[H-].[Na+].Cl[C:15]1[C:20]([C:21]#[N:22])=[CH:19][N:18]=[C:17]2[S:23][C:24]([CH3:26])=[CH:25][C:16]=12. (4) Given the product [CH:15]([NH:18][CH2:13][C:8]1[C:9](=[O:12])[NH:10][C:11]2[C:6]([CH:7]=1)=[CH:5][CH:4]=[CH:3][C:2]=2[CH3:1])([CH3:17])[CH3:16], predict the reactants needed to synthesize it. The reactants are: [CH3:1][C:2]1[CH:3]=[CH:4][CH:5]=[C:6]2[C:11]=1[NH:10][C:9](=[O:12])[C:8]([CH:13]=O)=[CH:7]2.[CH:15]([NH2:18])([CH3:17])[CH3:16].C(O[BH-](OC(=O)C)OC(=O)C)(=O)C.[Na+]. (5) Given the product [CH3:1][C:2]1[C:3]([CH2:9][NH2:10])=[N:4][CH:5]=[C:6]([CH3:8])[CH:7]=1, predict the reactants needed to synthesize it. The reactants are: [CH3:1][C:2]1[C:3]([CH:9]=[N:10]O)=[N:4][CH:5]=[C:6]([CH3:8])[CH:7]=1.[NH4+].[OH-].C([O-])(=O)C.[NH4+]. (6) The reactants are: [F:1][C:2]1[CH:14]=[CH:13][C:5]([O:6][C:7]([CH3:12])([CH3:11])[C:8](O)=O)=[CH:4][CH:3]=1.C(Cl)Cl.C(Cl)(=O)C(Cl)=O.C[N:25](C)C=O.C1COCC1.Cl. Given the product [F:1][C:2]1[CH:14]=[CH:13][C:5]([O:6][C:7]([CH3:12])([CH3:11])[CH2:8][NH2:25])=[CH:4][CH:3]=1, predict the reactants needed to synthesize it. (7) Given the product [Br:9][C:10]1[N:14]([CH2:13][C:15]#[C:6][CH3:7])[C:20]([C:19]([O:22][CH2:23][CH3:24])=[O:21])=[C:12]([C:17]#[N:18])[N:11]=1, predict the reactants needed to synthesize it. The reactants are: S(=O)(=O)(O)O.[CH2:6](O)[CH3:7].[Br:9][C:10]1[NH:11][C:12]([C:17]#[N:18])=[C:13]([C:15]#N)[N:14]=1.[C:19]([O:22][CH2:23][CH3:24])(=[O:21])[CH3:20]. (8) Given the product [C:24]1([S:30]([OH:33])(=[O:32])=[O:31])[CH:29]=[CH:28][CH:27]=[CH:26][CH:25]=1.[Cl:1][C:2]1[CH:21]=[CH:20][C:5]([O:6][C@@H:7]([C:14]2[CH:19]=[CH:18][CH:17]=[CH:16][CH:15]=2)[C@H:8]2[O:13][CH2:12][CH2:11][NH:10][CH2:9]2)=[C:4]([O:22][CH3:23])[CH:3]=1, predict the reactants needed to synthesize it. The reactants are: [Cl:1][C:2]1[CH:21]=[CH:20][C:5]([O:6][C@@H:7]([C:14]2[CH:19]=[CH:18][CH:17]=[CH:16][CH:15]=2)[C@H:8]2[O:13][CH2:12][CH2:11][NH:10][CH2:9]2)=[C:4]([O:22][CH3:23])[CH:3]=1.[C:24]1([S:30]([OH:33])(=[O:32])=[O:31])[CH:29]=[CH:28][CH:27]=[CH:26][CH:25]=1. (9) Given the product [CH3:17][O:18][C:19](=[O:27])[C:20]1[CH:25]=[CH:24][CH:23]=[C:22]([NH:26][C:14]([C:8]2[C:9](=[O:13])[NH:10][C:11]3[C:6]([CH:7]=2)=[CH:5][N:4]=[C:3]([O:2][CH3:1])[CH:12]=3)=[O:16])[CH:21]=1, predict the reactants needed to synthesize it. The reactants are: [CH3:1][O:2][C:3]1[CH:12]=[C:11]2[C:6]([CH:7]=[C:8]([C:14]([OH:16])=O)[C:9](=[O:13])[NH:10]2)=[CH:5][N:4]=1.[CH3:17][O:18][C:19](=[O:27])[C:20]1[CH:25]=[CH:24][CH:23]=[C:22]([NH2:26])[CH:21]=1.